Dataset: Full USPTO retrosynthesis dataset with 1.9M reactions from patents (1976-2016). Task: Predict the reactants needed to synthesize the given product. (1) Given the product [CH2:8]([O:7][CH2:4][C:5]#[CH:6])[CH2:9][CH2:10][CH2:11][CH3:12], predict the reactants needed to synthesize it. The reactants are: [OH-].[Na+].O.[CH2:4]([OH:7])[C:5]#[CH:6].[CH2:8](Br)[CH2:9][CH2:10][CH2:11][CH3:12]. (2) Given the product [CH3:38][S:39]([OH:42])(=[O:41])=[O:40].[C:1](/[C:3](/[C:28]1[CH:33]=[CH:32][C:31]([O:34][CH3:35])=[C:30]([O:36][CH3:37])[CH:29]=1)=[CH:4]\[C:5]1[S:9][C:8]([N:10]2[CH2:11][CH2:12][CH:13]([O:16][C:17](=[O:27])[CH2:18][N:19]3[CH2:24][CH2:23][CH2:22][CH:21]([CH2:25][OH:26])[CH2:20]3)[CH2:14][CH2:15]2)=[CH:7][CH:6]=1)#[N:2], predict the reactants needed to synthesize it. The reactants are: [C:1](/[C:3](/[C:28]1[CH:33]=[CH:32][C:31]([O:34][CH3:35])=[C:30]([O:36][CH3:37])[CH:29]=1)=[CH:4]\[C:5]1[S:9][C:8]([N:10]2[CH2:15][CH2:14][CH:13]([O:16][C:17](=[O:27])[CH2:18][N:19]3[CH2:24][CH2:23][CH2:22][CH:21]([CH2:25][OH:26])[CH2:20]3)[CH2:12][CH2:11]2)=[CH:7][CH:6]=1)#[N:2].[CH3:38][S:39]([OH:42])(=[O:41])=[O:40]. (3) Given the product [Cl:21][CH2:22][CH2:23][CH2:24][CH2:25][CH:26]([C:27]1[NH:58][N:57]=[C:16]([NH:15][C:12]2[CH:13]=[CH:14][C:9]([N:5]3[C:6]([CH3:8])=[N:7][C:3]([CH3:2])=[N:4]3)=[C:10]([F:20])[CH:11]=2)[N:17]=1)[C:30]1[CH:35]=[CH:34][C:33]([O:36][CH2:37][CH:38]([F:40])[F:39])=[CH:32][CH:31]=1, predict the reactants needed to synthesize it. The reactants are: I.[CH3:2][C:3]1[N:7]=[C:6]([CH3:8])[N:5]([C:9]2[CH:14]=[CH:13][C:12]([NH:15][C:16](SC)=[NH:17])=[CH:11][C:10]=2[F:20])[N:4]=1.[Cl:21][CH2:22][CH2:23][CH2:24][CH2:25][CH:26]([C:30]1[CH:35]=[CH:34][C:33]([O:36][CH2:37][CH:38]([F:40])[F:39])=[CH:32][CH:31]=1)[C:27](O)=O.CN1CCOCC1.C(N(CC)C(C)C)(C)C.[NH2:57][NH2:58]. (4) Given the product [F:16][C:17]1[C:18]([C:39]([O:41][CH2:42][CH3:43])=[O:40])=[CH:19][C:20]2[C:25]([C:26]=1[O:8][S:9]([C:12]([F:13])([F:14])[F:15])(=[O:10])=[O:11])=[CH:24][CH:23]=[C:22]([C:28]1[CH:29]=[CH:30][C:31]([O:34][C:35]([F:38])([F:36])[F:37])=[CH:32][CH:33]=1)[CH:21]=2, predict the reactants needed to synthesize it. The reactants are: S([O:8][S:9]([C:12]([F:15])([F:14])[F:13])(=[O:11])=[O:10])(C(F)(F)F)(=O)=O.[F:16][C:17]1[C:18]([C:39]([O:41][CH2:42][CH3:43])=[O:40])=[CH:19][C:20]2[C:25]([C:26]=1O)=[CH:24][CH:23]=[C:22]([C:28]1[CH:33]=[CH:32][C:31]([O:34][C:35]([F:38])([F:37])[F:36])=[CH:30][CH:29]=1)[CH:21]=2.N1C=CC=CC=1. (5) Given the product [CH3:1][C:2]1([C:15]2[CH:20]=[CH:19][CH:18]=[CH:17][CH:16]=2)[CH:6]=[C:5]([O:7][S:39]([C:42]([F:45])([F:44])[F:43])(=[O:41])=[O:40])[CH2:4][N:3]1[C:8]([O:10][C:11]([CH3:12])([CH3:13])[CH3:14])=[O:9], predict the reactants needed to synthesize it. The reactants are: [CH3:1][C:2]1([C:15]2[CH:20]=[CH:19][CH:18]=[CH:17][CH:16]=2)[CH2:6][C:5](=[O:7])[CH2:4][N:3]1[C:8]([O:10][C:11]([CH3:14])([CH3:13])[CH3:12])=[O:9].[Li+].C[Si]([N-][Si](C)(C)C)(C)C.C1C(Cl)=CN=C(N([S:39]([C:42]([F:45])([F:44])[F:43])(=[O:41])=[O:40])[S:39]([C:42]([F:45])([F:44])[F:43])(=[O:41])=[O:40])C=1.[NH4+].[Cl-]. (6) Given the product [CH2:1]([O:3][C:4]([C:6]1[O:10][N:9]=[C:8]([C:11]2[CH:12]=[CH:13][CH:14]=[CH:15][CH:16]=2)[C:7]=1[NH2:17])=[O:5])[CH3:2], predict the reactants needed to synthesize it. The reactants are: [CH2:1]([O:3][C:4]([C:6]1[O:10][N:9]=[C:8]([C:11]2[CH:16]=[CH:15][CH:14]=[CH:13][CH:12]=2)[C:7]=1[N+:17]([O-])=O)=[O:5])[CH3:2]. (7) Given the product [Cl:17][CH2:18][C:19]([NH:2][C:3]1[C:8]([OH:9])=[CH:7][CH:6]=[CH:5][C:4]=1[OH:10])=[O:20], predict the reactants needed to synthesize it. The reactants are: Cl.[NH2:2][C:3]1[C:8]([OH:9])=[CH:7][CH:6]=[CH:5][C:4]=1[OH:10].O.C(=O)([O-])O.[Na+].[Cl:17][CH2:18][C:19](Cl)=[O:20].